Predict the reactants needed to synthesize the given product. From a dataset of Full USPTO retrosynthesis dataset with 1.9M reactions from patents (1976-2016). (1) The reactants are: [CH2:1]([Li])[CH2:2][CH2:3][CH3:4].C([C@@H:10]([C:18]1[CH:23]=[CH:22][CH:21]=[CH:20][CH:19]=1)[O:11][CH2:12][CH2:13][CH2:14][CH2:15][CH2:16][CH3:17])CC#C.[CH2:24]([C:27]1[C:34]([O:35][CH2:36][C:37]2[CH:42]=[CH:41][C:40]([O:43][CH3:44])=[CH:39][CH:38]=2)=[CH:33][CH:32]=[CH:31][C:28]=1[CH:29]=[O:30])[CH:25]=[CH2:26].[Cl-].[NH4+]. Given the product [CH2:24]([C:27]1[C:34]([O:35][CH2:36][C:37]2[CH:42]=[CH:41][C:40]([O:43][CH3:44])=[CH:39][CH:38]=2)=[CH:33][CH:32]=[CH:31][C:28]=1[C@@H:29]([OH:30])[C:1]#[C:2][CH2:3][CH2:4][CH:12]([O:11][CH2:10][C:18]1[CH:19]=[CH:20][CH:21]=[CH:22][CH:23]=1)[CH2:13][CH2:14][CH2:15][CH2:16][CH3:17])[CH:25]=[CH2:26], predict the reactants needed to synthesize it. (2) Given the product [Br:13][CH2:14][CH2:15][CH2:16][C:17]([NH:5][CH2:4][CH2:3][C:2]#[N:1])=[O:18], predict the reactants needed to synthesize it. The reactants are: [NH2:1][CH2:2][CH2:3][C:4]#[N:5].C(N(CC)CC)C.[Br:13][CH2:14][CH2:15][CH2:16][C:17](Cl)=[O:18].C(OCC)(=O)C. (3) Given the product [C:1]([O:4][CH:5]([CH2:9][CH2:10][S:11][CH3:12])[C:6]([NH:36][CH2:24][CH2:25][CH2:26][CH2:27][CH2:28][CH2:29][CH2:30][CH2:31][CH2:32][CH2:33][CH2:34][CH3:35])=[O:8])(=[O:3])[CH3:2], predict the reactants needed to synthesize it. The reactants are: [C:1]([O:4][CH:5]([CH2:9][CH2:10][S:11][CH3:12])[C:6]([OH:8])=O)(=[O:3])[CH3:2].S(Cl)(Cl)=O.C(N(CC)CC)C.[CH2:24]([NH2:36])[CH2:25][CH2:26][CH2:27][CH2:28][CH2:29][CH2:30][CH2:31][CH2:32][CH2:33][CH2:34][CH3:35]. (4) Given the product [CH3:24][C:11]1([C:12]([O:14][CH2:15][CH3:16])=[O:13])[CH2:10][CH2:9][CH2:8][N:7]([C:17]([O:19][C:20]([CH3:22])([CH3:21])[CH3:23])=[O:18])[CH2:6][CH2:5][C:4]1=[O:3], predict the reactants needed to synthesize it. The reactants are: [H-].[Na+].[O:3]=[C:4]1[CH:11]([C:12]([O:14][CH2:15][CH3:16])=[O:13])[CH2:10][CH2:9][CH2:8][N:7]([C:17]([O:19][C:20]([CH3:23])([CH3:22])[CH3:21])=[O:18])[CH2:6][CH2:5]1.[CH3:24]I.[NH4+].[Cl-]. (5) Given the product [CH:1]12[NH:8][CH:5]([CH2:6][CH2:7]1)[CH2:4][CH:3]([N:9]1[C:22]3[CH:21]=[CH:20][C:19]([C:24]#[N:25])=[CH:18][C:17]=3[S:16][C:15]3[C:10]1=[CH:11][CH:12]=[CH:13][CH:14]=3)[CH2:2]2, predict the reactants needed to synthesize it. The reactants are: [CH:1]12[NH:8][CH:5]([CH2:6][CH2:7]1)[CH2:4][CH:3]([N:9]1[C:22]3[CH:21]=[CH:20][C:19](Br)=[CH:18][C:17]=3[S:16][C:15]3[C:10]1=[CH:11][CH:12]=[CH:13][CH:14]=3)[CH2:2]2.[CH3:24][N:25](C=O)C. (6) The reactants are: OO.[Cl:3][C:4]1[CH:9]=[CH:8][CH:7]=[C:6]([CH3:10])[N:5]=1.C(=O)(O)[O-:12].[Na+]. Given the product [Cl:3][C:4]1[CH:9]=[CH:8][CH:7]=[C:6]([CH3:10])[N+:5]=1[O-:12], predict the reactants needed to synthesize it. (7) Given the product [Cl:1][C:2]1[CH:7]=[CH:6][C:5]([C:8]2([CH2:9][S:10][CH2:11][C:12]([O:14][CH2:15][CH3:16])=[O:13])[O:21][CH2:20][C:19]([CH3:24])([CH3:22])[CH2:18][O:17]2)=[CH:4][CH:3]=1, predict the reactants needed to synthesize it. The reactants are: [Cl:1][C:2]1[CH:7]=[CH:6][C:5]([C:8](=[O:17])[CH2:9][S:10][CH2:11][C:12]([O:14][CH2:15][CH3:16])=[O:13])=[CH:4][CH:3]=1.[CH3:18][C:19]([CH3:24])([CH2:22]O)[CH2:20][OH:21].C1(C)C=CC(S(O)(=O)=O)=CC=1. (8) Given the product [Cl:8][C:4]1[CH:5]=[CH:6][CH:7]=[C:2]([Cl:1])[C:3]=1[CH2:9][S:10]([C:13]1[CH:14]=[C:15]2[C:19](=[CH:20][CH:21]=1)[NH:18][C:17](=[O:22])/[C:16]/2=[CH:23]\[C:24]1[NH:28][C:27]([CH3:29])=[C:26]([CH2:30][C:31]([NH:44][CH2:43][CH2:42][N:38]2[CH2:39][CH2:40][CH2:41][CH:36]([F:35])[CH2:37]2)=[O:32])[C:25]=1[CH3:34])(=[O:12])=[O:11], predict the reactants needed to synthesize it. The reactants are: [Cl:1][C:2]1[CH:7]=[CH:6][CH:5]=[C:4]([Cl:8])[C:3]=1[CH2:9][S:10]([C:13]1[CH:14]=[C:15]2[C:19](=[CH:20][CH:21]=1)[NH:18][C:17](=[O:22])/[C:16]/2=[CH:23]\[C:24]1[NH:28][C:27]([CH3:29])=[C:26]([CH2:30][C:31](O)=[O:32])[C:25]=1[CH3:34])(=[O:12])=[O:11].[F:35][CH:36]1[CH2:41][CH2:40][CH2:39][N:38]([CH2:42][CH2:43][NH2:44])[CH2:37]1. (9) Given the product [N:36]1([C:12]([C:11]2[CH:10]=[C:9]([CH:17]=[CH:16][CH:15]=2)[CH2:8][N:7]2[C:2](=[O:1])[CH:3]=[CH:4][C:5]([C:18]3[O:22][N:21]=[C:20]([C:23]4[CH:28]=[CH:27][C:26]([C:29]([CH3:35])([CH3:34])[C:30]([F:31])([F:32])[F:33])=[CH:25][CH:24]=4)[N:19]=3)=[N:6]2)=[O:13])[CH2:40][CH2:39][CH2:38][CH2:37]1, predict the reactants needed to synthesize it. The reactants are: [O:1]=[C:2]1[N:7]([CH2:8][C:9]2[CH:10]=[C:11]([CH:15]=[CH:16][CH:17]=2)[C:12](Cl)=[O:13])[N:6]=[C:5]([C:18]2[O:22][N:21]=[C:20]([C:23]3[CH:28]=[CH:27][C:26]([C:29]([CH3:35])([CH3:34])[C:30]([F:33])([F:32])[F:31])=[CH:25][CH:24]=3)[N:19]=2)[CH:4]=[CH:3]1.[NH:36]1[CH2:40][CH2:39][CH2:38][CH2:37]1.C(N(CC)C(C)C)(C)C.C(OCC)(=O)C.